Dataset: Catalyst prediction with 721,799 reactions and 888 catalyst types from USPTO. Task: Predict which catalyst facilitates the given reaction. (1) Reactant: C(O[K])(C)(C)C.[O:7]1[CH2:10][CH:9]([OH:11])[CH2:8]1.F[C:13]1[CH:18]=[CH:17][C:16]([N+:19]([O-:21])=[O:20])=[CH:15][C:14]=1[N:22]1[C:26](=[O:27])[N:25]([CH3:28])[N:24]=[N:23]1. Product: [CH3:28][N:25]1[C:26](=[O:27])[N:22]([C:14]2[CH:15]=[C:16]([N+:19]([O-:21])=[O:20])[CH:17]=[CH:18][C:13]=2[O:11][CH:9]2[CH2:10][O:7][CH2:8]2)[N:23]=[N:24]1. The catalyst class is: 1. (2) Reactant: C[O:2][C:3](=[O:37])[CH2:4][CH:5]([C:25]1[N:26]=[C:27]([N:30]2[CH2:35][CH2:34][CH:33]([OH:36])[CH2:32][CH2:31]2)[S:28][CH:29]=1)[N:6]1[CH2:12][CH2:11][CH2:10][N:9]([C:13]2[C:14]([O:23][CH3:24])=[CH:15][CH:16]=[C:17]3[C:22]=2[N:21]=[CH:20][CH:19]=[CH:18]3)[CH2:8][CH2:7]1.[OH-].[Na+].CO. Product: [OH:36][CH:33]1[CH2:32][CH2:31][N:30]([C:27]2[S:28][CH:29]=[C:25]([CH:5]([N:6]3[CH2:12][CH2:11][CH2:10][N:9]([C:13]4[C:14]([O:23][CH3:24])=[CH:15][CH:16]=[C:17]5[C:22]=4[N:21]=[CH:20][CH:19]=[CH:18]5)[CH2:8][CH2:7]3)[CH2:4][C:3]([OH:37])=[O:2])[N:26]=2)[CH2:35][CH2:34]1. The catalyst class is: 1. (3) Reactant: [CH2:1]([N:8]1[C:16]2[C:11](=[CH:12][C:13]([OH:17])=[CH:14][CH:15]=2)[C:10]([C:18]([O:20][CH3:21])=[O:19])=[C:9]1[CH:22]([CH3:24])[CH3:23])[C:2]1[CH:7]=[CH:6][CH:5]=[CH:4][CH:3]=1.CI.[C:27]([O-])([O-])=O.[K+].[K+]. Product: [CH2:1]([N:8]1[C:16]2[C:11](=[CH:12][C:13]([O:17][CH3:27])=[CH:14][CH:15]=2)[C:10]([C:18]([O:20][CH3:21])=[O:19])=[C:9]1[CH:22]([CH3:24])[CH3:23])[C:2]1[CH:3]=[CH:4][CH:5]=[CH:6][CH:7]=1. The catalyst class is: 31. (4) Reactant: [C:1]([O:5][C:6]([N:8]([C:42]1[CH:47]=[CH:46][C:45]([O:48][CH2:49][CH2:50][O:51][CH3:52])=[CH:44][CH:43]=1)[C:9]1[N:14]2[N:15]=[CH:16][CH:17]=[C:13]2[N:12]=[C:11]([NH:18][C@H:19]2[CH2:24][CH2:23][CH2:22][N:21]([C:25]([O:27][C:28]([CH3:31])([CH3:30])[CH3:29])=[O:26])[CH2:20]2)[C:10]=1[CH2:32][CH2:33][O:34][Si](C(C)(C)C)(C)C)=[O:7])([CH3:4])([CH3:3])[CH3:2].[F-].C([N+](CCCC)(CCCC)CCCC)CCC.[Cl-].[NH4+]. Product: [C:1]([O:5][C:6]([N:8]([C:42]1[CH:43]=[CH:44][C:45]([O:48][CH2:49][CH2:50][O:51][CH3:52])=[CH:46][CH:47]=1)[C:9]1[N:14]2[N:15]=[CH:16][CH:17]=[C:13]2[N:12]=[C:11]([NH:18][C@H:19]2[CH2:24][CH2:23][CH2:22][N:21]([C:25]([O:27][C:28]([CH3:29])([CH3:30])[CH3:31])=[O:26])[CH2:20]2)[C:10]=1[CH2:32][CH2:33][OH:34])=[O:7])([CH3:4])([CH3:2])[CH3:3]. The catalyst class is: 7. (5) Reactant: [Li+].C[Si]([N-][Si](C)(C)C)(C)C.[CH3:11][N:12]([CH3:33])[CH:13]1[CH2:17][CH2:16][N:15]([C:18]2[CH:32]=[CH:31][C:21]3[NH:22][C:23]([CH2:25][C:26](OCC)=[O:27])=[N:24][C:20]=3[CH:19]=2)[CH2:14]1.[NH2:34][C:35]1[C:36]([C:41]#[N:42])=[N:37][CH:38]=[CH:39][CH:40]=1. Product: [NH2:42][C:41]1[C:36]2[C:35](=[CH:40][CH:39]=[CH:38][N:37]=2)[NH:34][C:26](=[O:27])[C:25]=1[C:23]1[NH:22][C:21]2[CH:31]=[CH:32][C:18]([N:15]3[CH2:16][CH2:17][CH:13]([N:12]([CH3:11])[CH3:33])[CH2:14]3)=[CH:19][C:20]=2[N:24]=1. The catalyst class is: 1. (6) Reactant: Cl.[C:2]([O:6][C:7](=[O:11])[CH2:8][CH2:9][NH2:10])([CH3:5])([CH3:4])[CH3:3].[H-].[Na+].Br[CH2:15][C:16]1[CH:40]=[CH:39][C:19]2[N:20]=[C:21]([C:23]3[CH:28]=[CH:27][C:26]([C:29]4[CH:34]=[CH:33][CH:32]=[CH:31][CH:30]=4)=[C:25]([C:35]([F:38])([F:37])[F:36])[CH:24]=3)[S:22][C:18]=2[CH:17]=1. Product: [C:2]([O:6][C:7](=[O:11])[CH2:8][CH2:9][NH:10][CH2:15][C:16]1[CH:40]=[CH:39][C:19]2[N:20]=[C:21]([C:23]3[CH:28]=[CH:27][C:26]([C:29]4[CH:30]=[CH:31][CH:32]=[CH:33][CH:34]=4)=[C:25]([C:35]([F:36])([F:37])[F:38])[CH:24]=3)[S:22][C:18]=2[CH:17]=1)([CH3:5])([CH3:4])[CH3:3]. The catalyst class is: 31. (7) Reactant: CO[N:3]=[C:4]1[CH:9]=[CH:8][CH:7]=[CH:6][CH:5]1[CH:10]=[CH:11][C:12]1[CH:17]=[CH:16][CH:15]=[CH:14][CH:13]=1.C(=O)(OC(Cl)(Cl)Cl)[O:19][C:20](Cl)(Cl)[Cl:21].[CH2:30](N(CC)CC)C.[OH2:37]. Product: [CH3:30][O:37][C:10]1[C:5]2[CH:6]=[CH:7][CH:8]=[CH:9][C:4]=2[N:3]([C:20]([Cl:21])=[O:19])[C:17]2[CH:16]=[CH:15][CH:14]=[CH:13][C:12]=2[CH:11]=1. The catalyst class is: 22. (8) Reactant: C[O:2][C:3]([CH:5]1[CH2:9][CH2:8][CH2:7][N:6]1[CH2:10][CH3:11])=O.[NH3:12]. Product: [CH2:10]([N:6]1[CH2:7][CH2:8][CH2:9][CH:5]1[C:3]([NH2:12])=[O:2])[CH3:11]. The catalyst class is: 5.